Dataset: Experimentally validated miRNA-target interactions with 360,000+ pairs, plus equal number of negative samples. Task: Binary Classification. Given a miRNA mature sequence and a target amino acid sequence, predict their likelihood of interaction. (1) The miRNA is hsa-miR-5585-5p with sequence UGAAGUACCAGCUACUCGAGAG. The protein sequence of the target gene is MVRSGKNGDLHLKQIAYYKRTGEYHSTTLPSERSGIRRAAKKFVFKEKKLFYVGKDRKQNRLVIVSEEEKKKVLRECHENDSGAHHGISRTLTLVESNYYWTSVTNDVKQWVYACQHCQVAKNTVIVAPKQHLLKVENPWSLVTVDLMGPFHTSNRSHVYAIIMTDLFTKWIVILPLCDVSASEVSKAIINIFFLYGPPQKIIMDQRDEFIQQINIELYRLFGIKQIVISHTSGTVNPTESTPNTIKAFLSKHCADHPNNWDDHLSAVSFAFNVTHLEPTKNTPYFQMFSRNPYMPETSD.... Result: 0 (no interaction). (2) The miRNA is mmu-miR-216a-5p with sequence UAAUCUCAGCUGGCAACUGUGA. The protein sequence of the target gene is MAQSTATSPDGGTTFEHLWSSLEPDSTYFDLPQSSRGNNEVVGGTDSSMDVFHLEGMTTSVMAQFNLLSSTMDQMSSRAASASPYTPEHAASVPTHSPYAQPSSTFDTMSPAPVIPSNTDYPGPHHFEVTFQQSSTAKSATWTYSPLLKKLYCQIAKTCPIQIKVSTPPPPGTAIRAMPVYKKAEHVTDVVKRCPNHELGRDFNEGQSAPASHLIRVEGNNLSQYVDDPVTGRQSVVVPYEPPQVGTEFTTILYNFMCNSSCVGGMNRRPILIIITLEMRDGQVLGRRSFEGRICACPGR.... Result: 0 (no interaction). (3) The miRNA is hsa-miR-625-3p with sequence GACUAUAGAACUUUCCCCCUCA. The protein sequence of the target gene is MSGQTLTDRIAAAQYSVTGSAVARAVCKATTHEVMGPKKKHLDYLIQATNETNVNIPQMADTLFERATNSSWVVVFKALVTTHHLMVHGNERFIQYLASRNTLFNLSNFLDKSGSHGYDMSTFIRRYSRYLNEKAFSYRQMAFDFARVKKGADGVMRTMAPEKLLKSMPILQGQIDALLEFDVHPNELTNGVINAAFMLLFKDLIKLFACYNDGVINLLEKFFEMKKGQCKDALEIYKRFLTRMTRVSEFLKVAEQVGIDKGDIPDLTQAPSSLMETLEQHLNTLEGKKPGNNEGSGAPS.... Result: 0 (no interaction). (4) The miRNA is mmu-miR-5100 with sequence UCGAAUCCCAGCGGUGCCUCU. The protein sequence of the target gene is MEQAVHGESKRGQVTGTHLTNDISKAKKCTVIGGSGFLGQHMVEQLLERGYTVNVFDIHQGFDNPRVQFFIGDLCNQQDLYPALKGVSTVFHCASPPPYSNNKELFYRVNFIGTKTVIETCREAGVQKLILTSSASVVFEGVDIKNGTEDLPYAMKPIDYYTETKILQERAVLDANDPKKNFLTAAIRPHGIFGPRDPQLVPILIDAARKGKMKFMIGNGENLVDFTFVENVVHGHILAAEHLSQDAALGGKAFHITNDEPIPFWTFLSRILTGLNYEAPKYHIPYWMAYYLAFLLSLLV.... Result: 0 (no interaction). (5) Result: 0 (no interaction). The miRNA is hsa-miR-628-5p with sequence AUGCUGACAUAUUUACUAGAGG. The protein sequence of the target gene is MGTRSSPEEGTPPPLVPECDVEVQPQGHPEESREQEASEVLAEPSSRGGAEQQAEEEEVGEGSSTESSRDAPEATPPIAMAATPPASTSSREGVRGAARRLQGQQLEALTRVALMEQRVKELQRQRKELRIEMEVEVALLRGELAGERVAARREEEQLRELLEQQAASEQRGRQQREQEQRRLSQERDRLEGLRQRLRKAQGQLDSQPEDQRERLLQGVQEMREQLDVAQRAYEDLEFQQLERESRQEEEDRDSPGPQVPDPKVQELQASMAQHRRGALQHRIRVLEEQLKSLGEQMAAE.... (6) The miRNA is mmu-miR-3105-5p with sequence AGAGCAAGCCCGUAAGCAGCGU. The protein sequence of the target gene is MNRTKGDEEEYWNSSKFKAFTFDDEDDELSQLKESKRAVNSLRDFVDDDDDDDLERVSWSGEPVGSISWSIRETAGNSGSTHEGREQLKSRNSFSSYAQLPKPTSTYSLSSFFRGRTRPGSFQSLSDALSDTPAKSYAPELGRPKGEYRDYSNDWSPSDTVRRLRKGKVCSLERFRSLQDKLQLLEEAVSMHDGNVITAVLIFLKRTLSKEILFRELEVRQVALRHLIHFLKEIGDQKLLLDLFRFLDRTEELALSHYREHLNIQDPDKRKEFLKTCVGLPFSAEDSAHIQDHYTLLERQ.... Result: 0 (no interaction).